Dataset: Full USPTO retrosynthesis dataset with 1.9M reactions from patents (1976-2016). Task: Predict the reactants needed to synthesize the given product. (1) Given the product [Br:27][C:16]1[CH:17]=[C:18]([CH2:21][C:22]([O:24][CH2:25][CH3:26])=[O:23])[CH:19]=[CH:20][C:15]=1[NH:14][C:11]([C:1]1[C:10]2[C:5](=[CH:6][CH:7]=[CH:8][CH:9]=2)[CH:4]=[CH:3][N:2]=1)=[O:13], predict the reactants needed to synthesize it. The reactants are: [C:1]1([C:11]([OH:13])=O)[C:10]2[C:5](=[CH:6][CH:7]=[CH:8][CH:9]=2)[CH:4]=[CH:3][N:2]=1.[NH2:14][C:15]1[CH:20]=[CH:19][C:18]([CH2:21][C:22]([O:24][CH2:25][CH3:26])=[O:23])=[CH:17][C:16]=1[Br:27].C1C=CC2N(O)N=NC=2C=1.CCN=C=NCCCN(C)C.Cl. (2) The reactants are: Cl[CH2:2][C:3]1[C:4]([N:9]2[CH2:13][CH2:12][C@H:11]([F:14])[CH2:10]2)=[N:5][CH:6]=[CH:7][CH:8]=1.[OH:15][C:16]1[C:25]2[C:24](=[O:26])[O:23][C:22]([CH3:28])([CH3:27])[O:21][C:20]=2[CH:19]=[CH:18][CH:17]=1.C(=O)([O-])[O-].[Cs+].[Cs+]. Given the product [F:14][C@H:11]1[CH2:12][CH2:13][N:9]([C:4]2[C:3]([CH2:2][O:15][C:16]3[C:25]4[C:24](=[O:26])[O:23][C:22]([CH3:28])([CH3:27])[O:21][C:20]=4[CH:19]=[CH:18][CH:17]=3)=[CH:8][CH:7]=[CH:6][N:5]=2)[CH2:10]1, predict the reactants needed to synthesize it. (3) Given the product [NH2:4][C:5]1[CH:6]=[C:7]([CH:11]=[CH:12][N:13]=1)[C:8]([O:10][CH2:16][CH3:17])=[O:9], predict the reactants needed to synthesize it. The reactants are: C([NH:4][C:5]1[CH:6]=[C:7]([CH:11]=[CH:12][N:13]=1)[C:8]([OH:10])=[O:9])(=O)C.CO[C:16]1C=CC(CN2N=NC(CC(OCC)=O)=N2)=C[CH:17]=1.S(=O)(=O)(O)O.C(=O)([O-])O.[Na+].